From a dataset of KCNQ2 potassium channel screen with 302,405 compounds. Binary Classification. Given a drug SMILES string, predict its activity (active/inactive) in a high-throughput screening assay against a specified biological target. (1) The compound is Clc1c(N2CCN(CC2)C(=O)CCNC(=O)c2c(OC)cccc2)cccc1. The result is 0 (inactive). (2) The compound is O=C(Nc1ccc(cc1)/C(=N\NC=1NCCN1)C)CN(CC)CC. The result is 0 (inactive). (3) The molecule is O(c1cc(c2c(c(nc(N)c2C#N)CC)C)ccc1OC)C. The result is 0 (inactive). (4) The drug is S(=O)(=O)(Nc1c(N2CCOCC2)ccc(c1)c1nn(c(=O)c2c1cccc2)C)c1ccccc1. The result is 0 (inactive).